From a dataset of Reaction yield outcomes from USPTO patents with 853,638 reactions. Predict the reaction yield, written as a fraction of the theoretical maximum amount of product (1.0 means a 100% yield; for example, 0.34 means a 34% yield). (1) The catalyst is C1COCC1. The product is [CH3:47][O:46][C:44](=[O:45])[N:13]([CH2:12][C:11]1[CH:10]=[C:9]([C:8]([F:41])([F:7])[F:42])[CH:36]=[C:35]([C:37]([F:40])([F:39])[F:38])[CH:34]=1)[CH2:14][C:15]1[C:16]([N:25]([CH2:28][CH:29]2[CH2:33][CH2:32][CH2:31][CH2:30]2)[CH2:26][CH3:27])=[N:17][C:18]2[CH2:19][CH2:20][CH2:21][CH2:22][C:23]=2[CH:24]=1. The yield is 0.150. The reactants are C(=O)([O-])[O-].[K+].[K+].[F:7][C:8]([F:42])([F:41])[C:9]1[CH:10]=[C:11]([CH:34]=[C:35]([C:37]([F:40])([F:39])[F:38])[CH:36]=1)[CH2:12][NH:13][CH2:14][C:15]1[C:16]([N:25]([CH2:28][CH:29]2[CH2:33][CH2:32][CH2:31][CH2:30]2)[CH2:26][CH3:27])=[N:17][C:18]2[CH2:19][CH2:20][CH2:21][CH2:22][C:23]=2[CH:24]=1.Cl[C:44]([O:46][CH3:47])=[O:45]. (2) The reactants are [F:1][C:2]1[CH:3]=[CH:4][C:5]2=[C:6]([CH:35]=1)[O:7][CH2:8][C:9]1[CH:19]=[C:18]([CH2:20][N:21]3[C:25]4[CH:26]=[CH:27][CH:28]=[C:29]([O:30]C)[C:24]=4[N:23]=[C:22]3[CH2:32][O:33]C)[CH:17]=[CH:16][C:10]=1/[C:11]/2=[C:12](/[CH3:15])\[C:13]#[N:14].B(Br)(Br)Br.[OH-].[Na+]. The catalyst is ClCCl. The product is [F:1][C:2]1[CH:3]=[CH:4][C:5]2=[C:6]([CH:35]=1)[O:7][CH2:8][C:9]1[CH:19]=[C:18]([CH2:20][N:21]3[C:25]4[CH:26]=[CH:27][CH:28]=[C:29]([OH:30])[C:24]=4[N:23]=[C:22]3[CH2:32][OH:33])[CH:17]=[CH:16][C:10]=1/[C:11]/2=[C:12](/[CH3:15])\[C:13]#[N:14]. The yield is 0.750. (3) The reactants are CN(C)C=O.Cl[CH2:7][CH2:8][O:9][C:10]1[CH:19]=[C:18]2[C:13]([C:14]([O:20][C:21]3[C:22]([CH3:31])=[N:23][C:24]4[C:29]([CH:30]=3)=[CH:28][CH:27]=[CH:26][CH:25]=4)=[CH:15][CH:16]=[N:17]2)=[CH:12][C:11]=1[O:32][CH3:33].C(=O)([O-])[O-].[K+].[K+].[NH:40]1[CH2:45][CH2:44][O:43][CH2:42][CH2:41]1. The catalyst is O. The product is [CH3:33][O:32][C:11]1[CH:12]=[C:13]2[C:18](=[CH:19][C:10]=1[O:9][CH2:8][CH2:7][N:40]1[CH2:45][CH2:44][O:43][CH2:42][CH2:41]1)[N:17]=[CH:16][CH:15]=[C:14]2[O:20][C:21]1[C:22]([CH3:31])=[N:23][C:24]2[C:29]([CH:30]=1)=[CH:28][CH:27]=[CH:26][CH:25]=2. The yield is 0.410. (4) The reactants are [H-].[Na+].[O:3]=[C:4]([CH2:11][CH2:12][CH3:13])[CH2:5][C:6]([O:8][CH2:9][CH3:10])=[O:7].Br[CH2:15][C:16]1[CH:21]=[CH:20][C:19]([C:22]2[C:23]([C:28]#[N:29])=[CH:24][CH:25]=[CH:26][CH:27]=2)=[C:18]([N+:30]([O-:32])=[O:31])[CH:17]=1.Cl. The catalyst is O1CCCC1. The product is [C:28]([C:23]1[CH:24]=[CH:25][CH:26]=[CH:27][C:22]=1[C:19]1[CH:20]=[CH:21][C:16]([CH2:15][CH:5]([C:4](=[O:3])[CH2:11][CH2:12][CH3:13])[C:6]([O:8][CH2:9][CH3:10])=[O:7])=[CH:17][C:18]=1[N+:30]([O-:32])=[O:31])#[N:29]. The yield is 0.820. (5) The reactants are C(O[BH-](OC(=O)C)OC(=O)C)(=O)C.[Na+].[CH3:15][C:16]1([C:21]([OH:23])=[O:22])[CH2:20][CH2:19][NH:18][CH2:17]1.[O:24]([C:31]1[CH:32]=[C:33]([CH:36]=[CH:37][CH:38]=1)[CH:34]=O)[C:25]1[CH:30]=[CH:29][CH:28]=[CH:27][CH:26]=1. The catalyst is C(Cl)Cl. The product is [CH3:15][C:16]1([C:21]([OH:23])=[O:22])[CH2:20][CH2:19][N:18]([CH2:34][C:33]2[CH:36]=[CH:37][CH:38]=[C:31]([O:24][C:25]3[CH:30]=[CH:29][CH:28]=[CH:27][CH:26]=3)[CH:32]=2)[CH2:17]1. The yield is 0.570.